Dataset: Reaction yield outcomes from USPTO patents with 853,638 reactions. Task: Predict the reaction yield, written as a fraction of the theoretical maximum amount of product (1.0 means a 100% yield; for example, 0.34 means a 34% yield). (1) The reactants are [Cl:1][C:2]1[CH:3]=[C:4]([CH:25]=[CH:26][CH:27]=1)[C:5]([N:7]=[C:8]1[N:12]([CH2:13][C:14]([O:16]CC)=[O:15])[C:11]2[CH:19]=[CH:20][C:21]([O:23][CH3:24])=[CH:22][C:10]=2[S:9]1)=[O:6].O1CCCC1.[OH-].[Na+]. The catalyst is CO. The product is [Cl:1][C:2]1[CH:3]=[C:4]([CH:25]=[CH:26][CH:27]=1)[C:5]([N:7]=[C:8]1[N:12]([CH2:13][C:14]([OH:16])=[O:15])[C:11]2[CH:19]=[CH:20][C:21]([O:23][CH3:24])=[CH:22][C:10]=2[S:9]1)=[O:6]. The yield is 0.780. (2) The reactants are I[C:2]1[C:10]2[C:5](=[CH:6][CH:7]=[CH:8][C:9]=2[N+:11]([O-])=O)[N:4]([CH2:14][C:15]2[CH:16]=[C:17]([CH:22]=[CH:23][CH:24]=2)[C:18]([O:20][CH3:21])=[O:19])[N:3]=1.[NH4+].[Cl-]. The catalyst is CO.[Zn]. The product is [NH2:11][C:9]1[CH:8]=[CH:7][CH:6]=[C:5]2[C:10]=1[CH:2]=[N:3][N:4]2[CH2:14][C:15]1[CH:16]=[C:17]([CH:22]=[CH:23][CH:24]=1)[C:18]([O:20][CH3:21])=[O:19]. The yield is 0.610. (3) The reactants are [CH:1](=O)/[CH:2]=[CH:3]/C.[CH:6]([O:13][CH2:14][CH3:15])([O:10][CH2:11][CH3:12])OCC.[N+]([O-])([O-])=O.[NH4+]. The catalyst is CCO.CCOC(C)=O. The product is [CH2:14]([O:13][CH:6]([O:10][CH2:11][CH3:12])[CH:1]=[CH:2][CH3:3])[CH3:15]. The yield is 0.890. (4) The reactants are Br[C:2]1[CH:3]=[C:4]([CH:9]=[CH:10][N:11]=1)[C:5]([O:7]C)=[O:6].[CH:12]([C:15]1[NH:16][CH:17]=[CH:18][N:19]=1)([CH3:14])[CH3:13].C(=O)([O-])[O-].[Cs+].[Cs+]. The catalyst is CS(C)=O.[Cu]I. The product is [CH:12]([C:15]1[N:16]([C:2]2[CH:3]=[C:4]([CH:9]=[CH:10][N:11]=2)[C:5]([OH:7])=[O:6])[CH:17]=[CH:18][N:19]=1)([CH3:14])[CH3:13]. The yield is 0.550. (5) The reactants are Cl[C:2]1[CH:7]=[C:6]([C:8]([F:11])([F:10])[F:9])[CH:5]=[CH:4][N:3]=1.[CH3:12][O-:13].[Na+].O. The catalyst is CO. The product is [F:9][C:8]([F:11])([F:10])[C:6]1[CH:5]=[CH:4][N:3]=[C:2]([O:13][CH3:12])[CH:7]=1. The yield is 0.850. (6) The reactants are [C:1](N)(=[O:3])[CH3:2].C=O.O.[NH:8]([CH2:13][C:14]([OH:16])=[O:15])[CH2:9][C:10]([OH:12])=[O:11].C(NCC(O)=O)(=O)C.CN(CC(O)=O)CC(O)=O. The catalyst is COCCOC. The product is [C:1]([N:8]([CH2:13][C:14]([OH:16])=[O:15])[CH2:9][C:10]([OH:12])=[O:11])(=[O:3])[CH3:2]. The yield is 0.770.